This data is from Forward reaction prediction with 1.9M reactions from USPTO patents (1976-2016). The task is: Predict the product of the given reaction. (1) Given the reactants [CH2:1]([C:5]1[O:14][C:8]2=[N:9][C:10](=[O:13])[NH:11][CH:12]=[C:7]2[CH:6]=1)[CH2:2][CH2:3][CH3:4].C(=O)([O-])[O-].[K+].[K+].[CH:21]1(Br)[CH2:25][CH2:24][CH2:23][CH2:22]1, predict the reaction product. The product is: [CH2:1]([C:5]1[O:14][C:8]2=[N:9][C:10](=[O:13])[N:11]([CH:21]3[CH2:25][CH2:24][CH2:23][CH2:22]3)[CH:12]=[C:7]2[CH:6]=1)[CH2:2][CH2:3][CH3:4]. (2) Given the reactants [O:1]1[C:5]2[CH:6]=[CH:7][C:8]([CH:10]([C:15]3[CH:16]=[CH:17][C:18]4[O:22][CH2:21][CH2:20][C:19]=4[CH:23]=3)[C:11](OC)=[O:12])=[CH:9][C:4]=2[CH2:3][CH2:2]1.[NH2:24][OH:25].[OH-].[K+].[OH-].[Na+].Cl, predict the reaction product. The product is: [O:1]1[C:5]2[CH:6]=[CH:7][C:8]([CH:10]([C:15]3[CH:16]=[CH:17][C:18]4[O:22][CH2:21][CH2:20][C:19]=4[CH:23]=3)[C:11]([NH:24][OH:25])=[O:12])=[CH:9][C:4]=2[CH2:3][CH2:2]1.